Dataset: Full USPTO retrosynthesis dataset with 1.9M reactions from patents (1976-2016). Task: Predict the reactants needed to synthesize the given product. Given the product [CH3:25][C:20]1([CH3:26])[C:21]([CH3:24])([CH3:23])[O:22][B:18]([C:2]2[CH:17]=[CH:16][C:5]([O:6][C:7]3[NH:11][C:10]4[CH:12]=[CH:13][CH:14]=[CH:15][C:9]=4[N:8]=3)=[CH:4][CH:3]=2)[O:19]1, predict the reactants needed to synthesize it. The reactants are: Br[C:2]1[CH:17]=[CH:16][C:5]([O:6][C:7]2[NH:11][C:10]3[CH:12]=[CH:13][CH:14]=[CH:15][C:9]=3[N:8]=2)=[CH:4][CH:3]=1.[B:18]1([B:18]2[O:22][C:21]([CH3:24])([CH3:23])[C:20]([CH3:26])([CH3:25])[O:19]2)[O:22][C:21]([CH3:24])([CH3:23])[C:20]([CH3:26])([CH3:25])[O:19]1.C([O-])(=O)C.[K+].C1COCC1.CS(C)=O.